This data is from Catalyst prediction with 721,799 reactions and 888 catalyst types from USPTO. The task is: Predict which catalyst facilitates the given reaction. Reactant: Cl[CH2:2][C:3]1[N:12]=[C:11]([C:13]2[CH:18]=[CH:17][C:16]3[O:19][CH2:20][O:21][C:15]=3[CH:14]=2)[C:10]2[C:5](=[CH:6][C:7]3[O:24][CH2:23][O:22][C:8]=3[CH:9]=2)[N:4]=1.C([O-])(=O)C.[Na+].[Na+].[I-:31]. Product: [I:31][CH2:2][C:3]1[N:12]=[C:11]([C:13]2[CH:18]=[CH:17][C:16]3[O:19][CH2:20][O:21][C:15]=3[CH:14]=2)[C:10]2[C:5](=[CH:6][C:7]3[O:24][CH2:23][O:22][C:8]=3[CH:9]=2)[N:4]=1. The catalyst class is: 21.